From a dataset of Reaction yield outcomes from USPTO patents with 853,638 reactions. Predict the reaction yield, written as a fraction of the theoretical maximum amount of product (1.0 means a 100% yield; for example, 0.34 means a 34% yield). The reactants are [CH3:1][O:2][C:3](=[O:8])[CH2:4][CH2:5][CH2:6]Br.[CH3:9][O:10][C:11](=[O:31])[C:12]1[CH:17]=[C:16]([CH2:18][CH3:19])[C:15]([C:20]([F:23])([F:22])[F:21])=[CH:14][C:13]=1[NH:24][C:25]([O:27][CH:28]([CH3:30])[CH3:29])=[O:26].C(=O)([O-])[O-].[Cs+].[Cs+]. The catalyst is CN(C)C=O. The product is [CH3:9][O:10][C:11](=[O:31])[C:12]1[CH:17]=[C:16]([CH2:18][CH3:19])[C:15]([C:20]([F:23])([F:22])[F:21])=[CH:14][C:13]=1[N:24]([C:25]([O:27][CH:28]([CH3:30])[CH3:29])=[O:26])[CH2:6][CH2:5][CH2:4][C:3]([O:2][CH3:1])=[O:8]. The yield is 0.780.